From a dataset of Orexin1 receptor HTS with 218,158 compounds and 233 confirmed actives. Binary Classification. Given a drug SMILES string, predict its activity (active/inactive) in a high-throughput screening assay against a specified biological target. The molecule is O=C1C(C(CC(NCC=C)=C1C(=O)CCC)(C)C)C(OC)=O. The result is 0 (inactive).